Dataset: Full USPTO retrosynthesis dataset with 1.9M reactions from patents (1976-2016). Task: Predict the reactants needed to synthesize the given product. (1) Given the product [CH2:1]([O:3][C:4](=[O:15])[CH:5]([S:7][C:8]1[CH:9]=[CH:10][C:11]([O:14][CH2:22][CH3:23])=[CH:12][CH:13]=1)[CH3:6])[CH3:2], predict the reactants needed to synthesize it. The reactants are: [CH2:1]([O:3][C:4](=[O:15])[CH:5]([S:7][C:8]1[CH:13]=[CH:12][C:11]([OH:14])=[CH:10][CH:9]=1)[CH3:6])[CH3:2].C([O-])([O-])=O.[K+].[K+].[CH3:22][C:23](C)=O. (2) Given the product [CH3:34][N:32]1[N:31]=[N:30][C:29]([C:26]2[CH:27]=[CH:28][C:23]([CH2:22][N:1]3[CH2:2][CH2:3][CH:4]([C:5]([O:7][CH2:8][CH3:9])=[O:6])[CH2:10][CH2:11]3)=[CH:24][CH:25]=2)=[N:33]1, predict the reactants needed to synthesize it. The reactants are: [NH:1]1[CH2:11][CH2:10][CH:4]([C:5]([O:7][CH2:8][CH3:9])=[O:6])[CH2:3][CH2:2]1.C(N(CC)C(C)C)(C)C.Br[CH2:22][C:23]1[CH:28]=[CH:27][C:26]([C:29]2[N:30]=[N:31][N:32]([CH3:34])[N:33]=2)=[CH:25][CH:24]=1. (3) Given the product [CH2:1]([N:18]1[C:19](=[O:21])[CH2:20][O:16][C:17]1=[O:22])[CH2:2][CH2:3][CH2:4][CH2:5][CH2:6][CH2:7][CH2:8][CH2:9][CH2:10]/[CH:11]=[CH:12]\[CH2:13][CH3:14], predict the reactants needed to synthesize it. The reactants are: [CH2:1](O)[CH2:2][CH2:3][CH2:4][CH2:5][CH2:6][CH2:7][CH2:8][CH2:9][CH2:10]/[CH:11]=[CH:12]\[CH2:13][CH3:14].[O:16]1[CH2:20][C:19](=[O:21])[NH:18][C:17]1=[O:22].C1(P(C2C=CC=CC=2)C2C=CC=CC=2)C=CC=CC=1.N(C(OCC)=O)=NC(OCC)=O. (4) Given the product [CH2:2]([O:4][C:5]([N:7]1[C:11]([NH:12][C:13](=[O:32])[C:14]2[CH:19]=[CH:18][CH:17]=[CH:16][C:15]=2[CH2:20][N:21]2[C:29](=[O:30])[C:28]3[C:23](=[CH:24][CH:25]=[CH:26][CH:27]=3)[C:22]2=[O:31])=[C:10]2[CH2:33][N:34]([S:55]([C:50]3[CH:49]=[C:48]([F:47])[CH:53]=[C:52]([F:54])[CH:51]=3)(=[O:57])=[O:56])[C:35]([CH3:36])([CH3:37])[C:9]2=[N:8]1)=[O:6])[CH3:3], predict the reactants needed to synthesize it. The reactants are: Cl.[CH2:2]([O:4][C:5]([N:7]1[C:11]([NH:12][C:13](=[O:32])[C:14]2[CH:19]=[CH:18][CH:17]=[CH:16][C:15]=2[CH2:20][N:21]2[C:29](=[O:30])[C:28]3[C:23](=[CH:24][CH:25]=[CH:26][CH:27]=3)[C:22]2=[O:31])=[C:10]2[CH2:33][NH:34][C:35]([CH3:37])([CH3:36])[C:9]2=[N:8]1)=[O:6])[CH3:3].C(N(CC)C(C)C)(C)C.[F:47][C:48]1[CH:49]=[C:50]([S:55](Cl)(=[O:57])=[O:56])[CH:51]=[C:52]([F:54])[CH:53]=1. (5) Given the product [Br:1][C:2]1[CH:7]=[CH:6][C:5]([S:8][CH2:11][C:12]2[CH:13]=[N:14][CH:15]=[CH:16][CH:17]=2)=[CH:4][CH:3]=1, predict the reactants needed to synthesize it. The reactants are: [Br:1][C:2]1[CH:7]=[CH:6][C:5]([SH:8])=[CH:4][CH:3]=1.Br.Br[CH2:11][C:12]1[CH:13]=[N:14][CH:15]=[CH:16][CH:17]=1.C(=O)([O-])[O-].[K+].[K+]. (6) Given the product [CH3:1][C:2]1[S:6][CH:5]=[N:4][C:3]=1[CH:7]([OH:8])[CH3:9], predict the reactants needed to synthesize it. The reactants are: [CH3:1][C:2]1[S:6][CH:5]=[N:4][C:3]=1[CH:7]=[O:8].[CH3:9][Mg]Br. (7) Given the product [CH2:40]([C:37]1[C:38](=[O:39])[N:33]([C:29]2[CH:30]=[CH:31][CH:32]=[C:27]([NH:26][C:11]([C:2]3[CH:3]=[CH:4][C:5]4[C:10](=[CH:9][CH:8]=[CH:7][CH:6]=4)[N:1]=3)=[O:13])[CH:28]=2)[C:34]2[N:50]=[CH:49][CH:48]=[CH:47][C:35]=2[N:36]=1)[C:41]1[CH:42]=[CH:43][CH:44]=[CH:45][CH:46]=1, predict the reactants needed to synthesize it. The reactants are: [N:1]1[C:10]2[C:5](=[CH:6][CH:7]=[CH:8][CH:9]=2)[CH:4]=[CH:3][C:2]=1[C:11]([OH:13])=O.C(N1C=CN=C1)(N1C=CN=C1)=O.[NH2:26][C:27]1[CH:28]=[C:29]([N:33]2[C:38](=[O:39])[C:37]([CH2:40][C:41]3[CH:46]=[CH:45][CH:44]=[CH:43][CH:42]=3)=[N:36][C:35]3[CH:47]=[CH:48][CH:49]=[N:50][C:34]2=3)[CH:30]=[CH:31][CH:32]=1.C(=O)(O)[O-].[Na+].